Task: Predict the product of the given reaction.. Dataset: Forward reaction prediction with 1.9M reactions from USPTO patents (1976-2016) (1) Given the reactants [F:1][C:2]1[CH:3]=[CH:4][C:5]([N+:10]([O-:12])=[O:11])=[C:6]([CH:9]=1)[CH:7]=[O:8].O.[C:14]1(C)[CH:19]=CC(S(O)(=O)=O)=[CH:16][CH:15]=1.[CH2:25]([OH:29])[CH2:26][CH2:27][CH3:28], predict the reaction product. The product is: [CH2:19]([O:8][CH:7]([O:29][CH2:25][CH2:26][CH2:27][CH3:28])[C:6]1[CH:9]=[C:2]([F:1])[CH:3]=[CH:4][C:5]=1[N+:10]([O-:12])=[O:11])[CH2:14][CH2:15][CH3:16]. (2) The product is: [CH2:31]=[C:30]([CH:21]=[CH2:22])[CH2:29][O:28][C:23](=[O:27])[C:24]([CH3:26])=[CH2:25]. Given the reactants C([N-]C(C)C)(C)C.[Li+].C1OC1C(=C)C.Cl.C(N([CH2:21][CH3:22])CC)C.[C:23]([O:28][C:29](=O)[C:30](C)=[CH2:31])(=[O:27])[C:24]([CH3:26])=[CH2:25], predict the reaction product. (3) Given the reactants [F:1][C:2]1[CH:3]=[C:4]([CH2:10][N:11]([CH3:19])[C:12](=[O:18])[O:13][C:14]([CH3:17])([CH3:16])[CH3:15])[CH:5]=[CH:6][C:7]=1[CH2:8][OH:9], predict the reaction product. The product is: [F:1][C:2]1[CH:3]=[C:4]([CH2:10][N:11]([CH3:19])[C:12](=[O:18])[O:13][C:14]([CH3:15])([CH3:16])[CH3:17])[CH:5]=[CH:6][C:7]=1[CH:8]=[O:9]. (4) The product is: [Br:13][C:14]1[CH:15]=[C:16]([C:24]([C:26]2[C:31]([O:32][CH3:33])=[CH:30][CH:29]=[CH:28][N:27]=2)=[O:25])[C:17]([F:20])=[N:18][CH:19]=1. Given the reactants C(NC(C)C)(C)C.C([Li])CCC.[Br:13][C:14]1[CH:15]=[CH:16][C:17]([F:20])=[N:18][CH:19]=1.CON(C)[C:24]([C:26]1[C:31]([O:32][CH3:33])=[CH:30][CH:29]=[CH:28][N:27]=1)=[O:25], predict the reaction product.